Dataset: Full USPTO retrosynthesis dataset with 1.9M reactions from patents (1976-2016). Task: Predict the reactants needed to synthesize the given product. (1) Given the product [N+:26](=[C:5]([P:6](=[O:11])([O:9][CH3:10])[O:7][CH3:8])[C:4](=[O:3])[CH3:12])=[N-:27], predict the reactants needed to synthesize it. The reactants are: [H-].[Na+].[O:3]=[C:4]([CH3:12])[CH2:5][P:6](=[O:11])([O:9][CH3:10])[O:7][CH3:8].C(NC1C=CC(S([N:26]=[N+:27]=[N-])(=O)=O)=CC=1)(=O)C. (2) The reactants are: [CH3:1][C:2]1[C:3](=[O:10])[CH:4]=[C:5]([CH3:9])[C:6](=[O:8])[CH:7]=1.S(S([O-])=O)([O-])=O.[Na+].[Na+]. Given the product [CH3:9][C:5]1[CH:4]=[C:3]([OH:10])[C:2]([CH3:1])=[CH:7][C:6]=1[OH:8], predict the reactants needed to synthesize it. (3) Given the product [ClH:35].[CH:1]1([CH2:7][N:8]2[C:16]3[C:11](=[CH:12][CH:13]=[CH:14][C:15]=3[O:17][CH3:18])[C:10]([C:19]3[N:23]=[C:22]([CH2:24][N:32]([CH2:33][CH3:34])[CH2:30][CH3:31])[S:21][N:20]=3)=[CH:9]2)[CH2:6][CH2:5][CH2:4][CH2:3][CH2:2]1, predict the reactants needed to synthesize it. The reactants are: [CH:1]1([CH2:7][N:8]2[C:16]3[C:11](=[CH:12][CH:13]=[CH:14][C:15]=3[O:17][CH3:18])[C:10]([C:19]3[N:23]=[C:22]([CH2:24]OS(C)(=O)=O)[S:21][N:20]=3)=[CH:9]2)[CH2:6][CH2:5][CH2:4][CH2:3][CH2:2]1.[CH2:30]([NH:32][CH2:33][CH3:34])[CH3:31].[Cl:35]CCl. (4) Given the product [CH3:51][C:52]1[C:57]([CH3:58])=[CH:56][C:55]2[NH:59][C:46]([C:42]3[C:41]([NH:40][C:38](=[O:39])[C:37]4[CH:49]=[CH:50][C:34]([CH3:33])=[CH:35][CH:36]=4)=[CH:45][NH:44][N:43]=3)=[N:60][C:54]=2[CH:53]=1, predict the reactants needed to synthesize it. The reactants are: ClC1C=CC=C(Cl)C=1C(NC1C(C2NC3C=CC(CN4CCOCC4)=CC=3N=2)=NNC=1)=O.[CH3:33][C:34]1[CH:50]=[CH:49][C:37]([C:38]([NH:40][C:41]2[C:42]([C:46](O)=O)=[N:43][NH:44][CH:45]=2)=[O:39])=[CH:36][CH:35]=1.[CH3:51][C:52]1[CH:53]=[C:54]([NH2:60])[C:55]([NH2:59])=[CH:56][C:57]=1[CH3:58]. (5) Given the product [F:21][C:22]1[CH:27]=[CH:26][C:25]([O:1][CH2:2][CH:3]2[CH2:12][N:7]3[CH2:8][CH2:9][N:10]([C:17]4[N:16]=[N:15][C:14]([Cl:13])=[CH:19][CH:18]=4)[CH2:11][CH:6]3[CH2:5][CH2:4]2)=[CH:24][CH:23]=1, predict the reactants needed to synthesize it. The reactants are: [OH:1][CH2:2][CH:3]1[CH2:12][N:7]2[CH2:8][CH2:9][NH:10][CH2:11][CH:6]2[CH2:5][CH2:4]1.[Cl:13][C:14]1[N:15]=[N:16][C:17](Cl)=[CH:18][CH:19]=1.[F:21][C:22]1[CH:27]=[CH:26][C:25](O)=[CH:24][CH:23]=1. (6) Given the product [F:1][C:2]1[CH:3]=[C:4]([NH:9][C:10]2[N:18]=[C:17]([N:19]3[CH:24]=[CH:25][C:26]([CH3:27])=[N:20]3)[N:16]=[C:15]3[C:11]=2[N:12]=[CH:13][N:14]3[CH3:21])[CH:5]=[CH:6][C:7]=1[F:8], predict the reactants needed to synthesize it. The reactants are: [F:1][C:2]1[CH:3]=[C:4]([NH:9][C:10]2[N:18]=[C:17]([NH:19][NH2:20])[N:16]=[C:15]3[C:11]=2[N:12]=[CH:13][N:14]3[CH3:21])[CH:5]=[CH:6][C:7]=1[F:8].CO[CH:24](OC)[CH2:25][C:26](=O)[CH3:27]. (7) Given the product [F:1][C:2]1[CH:7]=[CH:6][CH:5]=[CH:4][C:3]=1[C@@H:8]([NH:10][C:21]1[O:22][C:23]([CH3:25])([CH3:24])[C:18]([CH3:31])([C:14]2[CH:15]=[CH:16][CH:17]=[CH:12][CH:13]=2)[S:19](=[O:30])(=[O:29])[N:20]=1)[CH3:9], predict the reactants needed to synthesize it. The reactants are: [F:1][C:2]1[CH:7]=[CH:6][CH:5]=[CH:4][C:3]=1[C@@H:8]([NH2:10])[CH3:9].Br[C:12]1[CH:13]=[C:14]([C:18]2([CH3:31])[C:23]([CH3:25])([CH3:24])[O:22][C:21](OCC)=[N:20][S:19]2(=[O:30])=[O:29])[CH:15]=[CH:16][CH:17]=1. (8) Given the product [CH:34]1([CH2:35][O:5][C:6]2[CH:11]=[C:10]([O:12][CH3:13])[C:9]([F:14])=[CH:8][C:7]=2[C:15]2[C:16]3[NH:23][C:22]([CH3:24])=[C:21]([C:25]([NH:37][C@H:38]([CH2:68][C:69]4[CH:70]=[CH:71][C:72]([O:75][CH2:76][CH3:77])=[CH:73][CH:74]=4)[C:39]([N:41]4[CH2:42][CH2:43][CH:44]([N:47]5[N:56]=[C:55]([C:57]6[CH:62]=[CH:61][C:60]([O:63][CH3:64])=[C:59]([O:65][CH3:66])[CH:58]=6)[C@@H:54]6[C@@H:49]([CH2:50][CH2:51][CH2:52][CH2:53]6)[C:48]5=[O:67])[CH2:45][CH2:46]4)=[O:40])=[O:27])[C:17]=3[N:18]=[CH:19][N:20]=2)[CH2:36][CH2:78]1, predict the reactants needed to synthesize it. The reactants are: C1(C[O:5][C:6]2[CH:11]=[C:10]([O:12][CH3:13])[C:9]([F:14])=[CH:8][C:7]=2[C:15]2[C:16]3[NH:23][C:22]([CH3:24])=[C:21]([C:25]([OH:27])=O)[C:17]=3[N:18]=[CH:19][N:20]=2)CC1.CCN([CH:34]([CH3:36])[CH3:35])C(C)C.[NH2:37][C@H:38]([CH2:68][C:69]1[CH:74]=[CH:73][C:72]([O:75][CH2:76][CH3:77])=[CH:71][CH:70]=1)[C:39]([N:41]1[CH2:46][CH2:45][CH:44]([N:47]2[N:56]=[C:55]([C:57]3[CH:62]=[CH:61][C:60]([O:63][CH3:64])=[C:59]([O:65][CH3:66])[CH:58]=3)[C@@H:54]3[C@@H:49]([CH2:50][CH2:51][CH2:52][CH2:53]3)[C:48]2=[O:67])[CH2:43][CH2:42]1)=[O:40].[CH3:78]COC(C(C#N)=NOC(N1CCOCC1)=[N+](C)C)=O.F[P-](F)(F)(F)(F)F.C(=O)(O)[O-].[Na+]. (9) Given the product [Cl:14][C:8]1[CH:7]=[C:6]2[C:11]([C:12](=[O:13])[C:3]([CH2:2][NH:1][C:30](=[O:31])[C:29]3[CH:28]=[CH:27][C:26]([C:23]4[NH:22][N:21]=[CH:25][N:24]=4)=[CH:34][CH:33]=3)=[CH:4][N:5]2[C:15]2[CH:16]=[CH:17][CH:18]=[CH:19][CH:20]=2)=[CH:10][CH:9]=1, predict the reactants needed to synthesize it. The reactants are: [NH2:1][CH2:2][C:3]1[C:12](=[O:13])[C:11]2[C:6](=[CH:7][C:8]([Cl:14])=[CH:9][CH:10]=2)[N:5]([C:15]2[CH:20]=[CH:19][CH:18]=[CH:17][CH:16]=2)[CH:4]=1.[N:21]1[NH:22][C:23]([C:26]2[CH:34]=[CH:33][C:29]([C:30](O)=[O:31])=[CH:28][CH:27]=2)=[N:24][CH:25]=1. (10) Given the product [CH:1]1[CH:2]=[CH:3][C:4]([CH:7]([N:15]2[CH2:20][CH2:19][N:18]([CH2:21][CH2:22][O:23][CH2:24][C:25]([OH:27])=[O:26])[CH2:17][CH2:16]2)[C:8]2[CH:9]=[CH:10][C:11]([Cl:14])=[CH:12][CH:13]=2)=[CH:5][CH:6]=1.[ClH:41].[ClH:58], predict the reactants needed to synthesize it. The reactants are: [CH:1]1[CH:2]=[CH:3][C:4]([CH:7]([N:15]2[CH2:20][CH2:19][N:18]([CH2:21][CH2:22][O:23][CH2:24][C:25]([OH:27])=[O:26])[CH2:17][CH2:16]2)[C:8]2[CH:9]=[CH:10][C:11]([Cl:14])=[CH:12][CH:13]=2)=[CH:5][CH:6]=1.C1(C(N2CCN(CCO)CC2)C2C=CC([Cl:41])=CC=2)C=CC=CC=1.[K].CC([O-])(C)C.[K+].[Cl:58]CC([O-])=O.[Na+].